This data is from Forward reaction prediction with 1.9M reactions from USPTO patents (1976-2016). The task is: Predict the product of the given reaction. (1) Given the reactants [SH:1][CH:2]([CH2:6][C:7]([OH:9])=[O:8])[C:3]([OH:5])=[O:4].[CH2:10]([C:13]([F:31])([F:30])[C:14]([F:29])([F:28])[C:15]([F:27])([F:26])[C:16]([F:25])([F:24])[C:17]([F:23])([F:22])[C:18]([F:21])([F:20])[F:19])[CH2:11]O, predict the reaction product. The product is: [F:30][C:13]([F:31])([C:14]([F:29])([F:28])[C:15]([F:27])([F:26])[C:16]([F:25])([F:24])[C:17]([F:23])([F:22])[C:18]([F:21])([F:20])[F:19])[CH2:10][CH2:11][O:4][C:3](=[O:5])[CH:2]([SH:1])[CH2:6][C:7]([O:9][CH2:11][CH2:10][C:13]([F:30])([F:31])[C:14]([F:28])([F:29])[C:15]([F:26])([F:27])[C:16]([F:24])([F:25])[C:17]([F:23])([F:22])[C:18]([F:21])([F:20])[F:19])=[O:8]. (2) Given the reactants [Cl:1][C:2]1[CH:7]=[C:6](C)[CH:5]=[CH:4][C:3]=1[C:9]1[N:27]([CH2:28][C@@H:29]2[CH2:34][CH2:33][CH2:32][N:31]([C:35]([O:37][C:38]([CH3:41])([CH3:40])[CH3:39])=[O:36])[CH2:30]2)[C:12]2[N:13]=[C:14]([NH:17][CH2:18][C:19]3[CH:24]=[CH:23][C:22]([F:25])=[C:21]([F:26])[CH:20]=3)[N:15]=[CH:16][C:11]=2[CH:10]=1.[Cl:42]C1N=CC2C=C(C3C=CC(Cl)=CC=3Cl)N(C[C@@H]3CCCN(C(OC(C)(C)C)=O)C3)C=2N=1, predict the reaction product. The product is: [Cl:1][C:2]1[CH:7]=[C:6]([Cl:42])[CH:5]=[CH:4][C:3]=1[C:9]1[N:27]([CH2:28][C@@H:29]2[CH2:34][CH2:33][CH2:32][N:31]([C:35]([O:37][C:38]([CH3:39])([CH3:41])[CH3:40])=[O:36])[CH2:30]2)[C:12]2[N:13]=[C:14]([NH:17][CH2:18][C:19]3[CH:24]=[CH:23][C:22]([F:25])=[C:21]([F:26])[CH:20]=3)[N:15]=[CH:16][C:11]=2[CH:10]=1.